From a dataset of NCI-60 drug combinations with 297,098 pairs across 59 cell lines. Regression. Given two drug SMILES strings and cell line genomic features, predict the synergy score measuring deviation from expected non-interaction effect. (1) Drug 1: C(CC(=O)O)C(=O)CN.Cl. Drug 2: C(CCl)NC(=O)N(CCCl)N=O. Cell line: BT-549. Synergy scores: CSS=3.54, Synergy_ZIP=-2.49, Synergy_Bliss=-2.36, Synergy_Loewe=-3.20, Synergy_HSA=-2.69. (2) Drug 1: CC1C(C(=O)NC(C(=O)N2CCCC2C(=O)N(CC(=O)N(C(C(=O)O1)C(C)C)C)C)C(C)C)NC(=O)C3=C4C(=C(C=C3)C)OC5=C(C(=O)C(=C(C5=N4)C(=O)NC6C(OC(=O)C(N(C(=O)CN(C(=O)C7CCCN7C(=O)C(NC6=O)C(C)C)C)C)C(C)C)C)N)C. Drug 2: C1=CN(C(=O)N=C1N)C2C(C(C(O2)CO)O)O.Cl. Cell line: SK-MEL-5. Synergy scores: CSS=17.1, Synergy_ZIP=-2.50, Synergy_Bliss=-0.129, Synergy_Loewe=-14.2, Synergy_HSA=2.17. (3) Drug 1: CS(=O)(=O)CCNCC1=CC=C(O1)C2=CC3=C(C=C2)N=CN=C3NC4=CC(=C(C=C4)OCC5=CC(=CC=C5)F)Cl. Drug 2: CC1C(C(CC(O1)OC2CC(CC3=C2C(=C4C(=C3O)C(=O)C5=C(C4=O)C(=CC=C5)OC)O)(C(=O)CO)O)N)O.Cl. Cell line: RXF 393. Synergy scores: CSS=30.8, Synergy_ZIP=-1.08, Synergy_Bliss=2.27, Synergy_Loewe=-7.00, Synergy_HSA=1.79. (4) Drug 1: CC1C(C(CC(O1)OC2CC(CC3=C2C(=C4C(=C3O)C(=O)C5=C(C4=O)C(=CC=C5)OC)O)(C(=O)CO)O)N)O.Cl. Drug 2: CC12CCC3C(C1CCC2OP(=O)(O)O)CCC4=C3C=CC(=C4)OC(=O)N(CCCl)CCCl.[Na+]. Cell line: PC-3. Synergy scores: CSS=-1.22, Synergy_ZIP=-3.39, Synergy_Bliss=-7.82, Synergy_Loewe=-5.47, Synergy_HSA=-7.92. (5) Drug 1: CC1=C2C(C(=O)C3(C(CC4C(C3C(C(C2(C)C)(CC1OC(=O)C(C(C5=CC=CC=C5)NC(=O)OC(C)(C)C)O)O)OC(=O)C6=CC=CC=C6)(CO4)OC(=O)C)O)C)O. Drug 2: C1=CC=C(C=C1)NC(=O)CCCCCCC(=O)NO. Cell line: A498. Synergy scores: CSS=11.8, Synergy_ZIP=-4.20, Synergy_Bliss=-2.06, Synergy_Loewe=-0.0903, Synergy_HSA=-0.124.